Dataset: NCI-60 drug combinations with 297,098 pairs across 59 cell lines. Task: Regression. Given two drug SMILES strings and cell line genomic features, predict the synergy score measuring deviation from expected non-interaction effect. Drug 1: CC1CCC2CC(C(=CC=CC=CC(CC(C(=O)C(C(C(=CC(C(=O)CC(OC(=O)C3CCCCN3C(=O)C(=O)C1(O2)O)C(C)CC4CCC(C(C4)OC)O)C)C)O)OC)C)C)C)OC. Drug 2: CCN(CC)CCCC(C)NC1=C2C=C(C=CC2=NC3=C1C=CC(=C3)Cl)OC. Cell line: SN12C. Synergy scores: CSS=28.9, Synergy_ZIP=-8.97, Synergy_Bliss=-0.322, Synergy_Loewe=-1.53, Synergy_HSA=-0.158.